This data is from Reaction yield outcomes from USPTO patents with 853,638 reactions. The task is: Predict the reaction yield, written as a fraction of the theoretical maximum amount of product (1.0 means a 100% yield; for example, 0.34 means a 34% yield). The reactants are [NH:1]1[CH:6]=[CH:5][CH:4]=[CH:3][C:2]1=[O:7].Br[C:9]1[CH:14]=[CH:13][C:12]([N+:15]([O-:17])=[O:16])=[CH:11][CH:10]=1.CNCCNC.[O-]P([O-])([O-])=O.[K+].[K+].[K+]. The catalyst is O1CCOCC1.[Cu]I. The product is [N+:15]([C:12]1[CH:13]=[CH:14][C:9]([N:1]2[CH:6]=[CH:5][CH:4]=[CH:3][C:2]2=[O:7])=[CH:10][CH:11]=1)([O-:17])=[O:16]. The yield is 0.890.